From a dataset of Retrosynthesis with 50K atom-mapped reactions and 10 reaction types from USPTO. Predict the reactants needed to synthesize the given product. (1) Given the product CCNc1nc(N)nc2c1ncn2[C@H]1C[C@H](N=[N+]=[N-])[C@@H](CO)O1, predict the reactants needed to synthesize it. The reactants are: CCN.[N-]=[N+]=N[C@H]1C[C@H](n2cnc3c(Cl)nc(N)nc32)O[C@@H]1CO. (2) The reactants are: CC(C)[C@H](NC(=O)OC(C)(C)C)C(=O)N1CCN(Cc2ccc(Cl)c(Cl)c2)CC1. Given the product CC(C)[C@H](N)C(=O)N1CCN(Cc2ccc(Cl)c(Cl)c2)CC1, predict the reactants needed to synthesize it. (3) Given the product COC(=O)c1cc([N+](=O)[O-])cc2c1cnn2C(C)C, predict the reactants needed to synthesize it. The reactants are: CC(C)Br.COC(=O)c1cc([N+](=O)[O-])cc2[nH]ncc12. (4) Given the product Cc1nc(-c2ccc(C(=O)N[C@H]3CC[C@H](CCN4CCC(c5cccc6c5CCO6)CC4)CC3)cc2)no1, predict the reactants needed to synthesize it. The reactants are: Cc1nc(-c2ccc(C(=O)O)cc2)no1.N[C@H]1CC[C@H](CCN2CCC(c3cccc4c3CCO4)CC2)CC1. (5) Given the product COc1ccc2c(c1)C(=O)C(=O)N2CCN(C(C)C)C(C)C, predict the reactants needed to synthesize it. The reactants are: CC(C)N(CCCl)C(C)C.COc1ccc2c(c1)C(=O)C(=O)N2.